This data is from Retrosynthesis with 50K atom-mapped reactions and 10 reaction types from USPTO. The task is: Predict the reactants needed to synthesize the given product. (1) The reactants are: CC(C)(C)OC(=O)N1CC=C(c2ccccc2C#N)CC1. Given the product CC(C)(C)OC(=O)N1CCC(c2ccccc2C#N)CC1, predict the reactants needed to synthesize it. (2) Given the product O=COCc1c(Cl)ccc2cc(Cl)cnc12, predict the reactants needed to synthesize it. The reactants are: ClCc1c(Cl)ccc2cc(Cl)cnc12.O=C[O-]. (3) Given the product O=C(OCc1cc(Cl)cc(Cl)c1)N1CCC2(CC1)CN(S(=O)(=O)c1ccc3[nH]c(=O)oc3c1)C2, predict the reactants needed to synthesize it. The reactants are: O=C(OCc1cc(Cl)cc(Cl)c1)N1CCC2(CC1)CNC2.O=c1[nH]c2ccc(S(=O)(=O)Cl)cc2o1. (4) Given the product COC(=O)c1ccc(CCC2CCOCC2)cc1, predict the reactants needed to synthesize it. The reactants are: COC(=O)c1ccc(C=CC2CCOCC2)cc1. (5) Given the product COC(=O)CCC(C(N)=O)N1Cc2c(OCc3ccc(CN=[N+]=[N-])cc3)cccc2C1=O, predict the reactants needed to synthesize it. The reactants are: COC(=O)CCC(C(N)=O)N1Cc2c(OCc3ccc(CBr)cc3)cccc2C1=O.[N-]=[N+]=[N-].